Task: Predict the product of the given reaction.. Dataset: Forward reaction prediction with 1.9M reactions from USPTO patents (1976-2016) The product is: [CH3:5][O:6][C:7](=[O:9])[NH:8][CH:2]([CH2:3][CH3:21])[CH2:1][CH:10]=[CH2:11]. Given the reactants [CH:1](=O)[CH2:2][CH3:3].[CH3:5][O:6][C:7](=[O:9])[NH2:8].[CH2:10]([Si](C)(C)C)[CH:11]=C.B(F)(F)F.[CH3:21]COCC.C([O-])([O-])=O.[Na+].[Na+], predict the reaction product.